This data is from Reaction yield outcomes from USPTO patents with 853,638 reactions. The task is: Predict the reaction yield, written as a fraction of the theoretical maximum amount of product (1.0 means a 100% yield; for example, 0.34 means a 34% yield). The reactants are [B:1]([O-:7])([O-:6])[O:2][CH:3]([CH3:5])[CH3:4].O[C:9]([C:12](O)([CH3:14])[CH3:13])([CH3:11])[CH3:10]. No catalyst specified. The product is [CH:3]([O:2][B:1]1[O:7][C:12]([CH3:14])([CH3:13])[C:9]([CH3:11])([CH3:10])[O:6]1)([CH3:5])[CH3:4]. The yield is 0.875.